Dataset: Reaction yield outcomes from USPTO patents with 853,638 reactions. Task: Predict the reaction yield, written as a fraction of the theoretical maximum amount of product (1.0 means a 100% yield; for example, 0.34 means a 34% yield). (1) The reactants are C[O:2][C:3](=[O:49])[CH:4]([NH:25][C:26](=[O:48])[C:27]1[CH:32]=[C:31]([Br:33])[CH:30]=[CH:29][C:28]=1[NH:34][S:35]([C:38]1[CH:43]=[CH:42][C:41]([C:44]([CH3:47])([CH3:46])[CH3:45])=[CH:40][CH:39]=1)(=[O:37])=[O:36])[CH2:5][C:6]1[CH:11]=[CH:10][C:9]([C:12]2[CH:17]=[CH:16][CH:15]=[CH:14][C:13]=2[O:18][C:19]2[CH:24]=[CH:23][CH:22]=[CH:21][CH:20]=2)=[CH:8][CH:7]=1.[Li+].[OH-]. No catalyst specified. The product is [Br:33][C:31]1[CH:30]=[CH:29][C:28]([NH:34][S:35]([C:38]2[CH:39]=[CH:40][C:41]([C:44]([CH3:47])([CH3:46])[CH3:45])=[CH:42][CH:43]=2)(=[O:37])=[O:36])=[C:27]([CH:32]=1)[C:26]([NH:25][CH:4]([CH2:5][C:6]1[CH:7]=[CH:8][C:9]([C:12]2[CH:17]=[CH:16][CH:15]=[CH:14][C:13]=2[O:18][C:19]2[CH:24]=[CH:23][CH:22]=[CH:21][CH:20]=2)=[CH:10][CH:11]=1)[C:3]([OH:49])=[O:2])=[O:48]. The yield is 0.870. (2) The reactants are [CH2:1]([O:3][C:4](=[O:18])[C:5]1[CH:10]=[C:9]([CH3:11])[C:8]([N+:12]([O-:14])=[O:13])=[CH:7][C:6]=1[N+:15]([O-:17])=[O:16])[CH3:2].CO[CH:21]([N:24]([CH3:26])[CH3:25])OC. The catalyst is CN(C=O)C. The product is [CH2:1]([O:3][C:4](=[O:18])[C:5]1[CH:10]=[C:9]([CH:11]=[CH:21][N:24]([CH3:26])[CH3:25])[C:8]([N+:12]([O-:14])=[O:13])=[CH:7][C:6]=1[N+:15]([O-:17])=[O:16])[CH3:2]. The yield is 0.280. (3) The reactants are C[O:2][C:3]1[CH:4]=[C:5]([C:11]2([CH2:16][CH2:17][CH2:18][CH2:19][CH2:20][CH3:21])[CH2:15][CH2:14][CH2:13][CH2:12]2)[CH:6]=[C:7]([O:9]C)[CH:8]=1.B(Br)(Br)Br. The catalyst is C(Cl)Cl. The product is [CH2:16]([C:11]1([C:5]2[CH:4]=[C:3]([OH:2])[CH:8]=[C:7]([CH:6]=2)[OH:9])[CH2:15][CH2:14][CH2:13][CH2:12]1)[CH2:17][CH2:18][CH2:19][CH2:20][CH3:21]. The yield is 0.900. (4) The reactants are [CH3:1][C:2]1[CH:7]=[C:6]([CH3:8])[CH:5]=[CH:4][C:3]=1[CH:9]([C:13]1[CH:18]=[CH:17][CH:16]=[CH:15][CH:14]=1)[C:10]([OH:12])=O.C(Cl)CCl.C1C=CC2N(O)N=NC=2C=1.[NH2:33][CH2:34][C:35]1[CH:40]=[CH:39][C:38]([OH:41])=[CH:37][CH:36]=1. The catalyst is CN(C=O)C.CN(C)C1C=CN=CC=1.O. The product is [CH3:1][C:2]1[CH:7]=[C:6]([CH3:8])[CH:5]=[CH:4][C:3]=1[CH:9]([C:13]1[CH:18]=[CH:17][CH:16]=[CH:15][CH:14]=1)[C:10]([NH:33][CH2:34][C:35]1[CH:40]=[CH:39][C:38]([OH:41])=[CH:37][CH:36]=1)=[O:12]. The yield is 0.181.